Dataset: Forward reaction prediction with 1.9M reactions from USPTO patents (1976-2016). Task: Predict the product of the given reaction. (1) Given the reactants C([C:4]1[CH:22]=[CH:21][C:7]([O:8][CH2:9][C:10]2[CH:19]=[CH:18][C:13]([C:14]([O:16][CH3:17])=[O:15])=[CH:12][C:11]=2[F:20])=[C:6]([F:23])[CH:5]=1)(=O)C.C1C=C(Cl)C=[C:26]([C:31]([O:33]O)=[O:32])C=1, predict the reaction product. The product is: [F:20][C:11]1[CH:12]=[C:13]([CH:18]=[CH:19][C:10]=1[CH2:9][O:8][C:7]1[CH:21]=[CH:22][C:4]([OH:32])=[CH:5][C:6]=1[F:23])[C:14]([OH:16])=[O:15].[C:31]([O:33][C:4]1[CH:22]=[CH:21][C:7]([O:8][CH2:9][C:10]2[CH:19]=[CH:18][C:13]([C:14]([O:16][CH3:17])=[O:15])=[CH:12][C:11]=2[F:20])=[C:6]([F:23])[CH:5]=1)(=[O:32])[CH3:26]. (2) Given the reactants [CH:1]1([C:4]2[N:5]=[CH:6][C:7]([C:15]([OH:17])=O)=[N:8][C:9]=2[O:10][CH2:11][CH:12]2[CH2:14][CH2:13]2)[CH2:3][CH2:2]1.Cl.[NH2:19][C@H:20]([CH:25]([CH3:27])[CH3:26])[CH2:21][C:22]([NH2:24])=[O:23], predict the reaction product. The product is: [C:22]([CH2:21][C@H:20]([NH:19][C:15]([C:7]1[CH:6]=[N:5][C:4]([CH:1]2[CH2:2][CH2:3]2)=[C:9]([O:10][CH2:11][CH:12]2[CH2:13][CH2:14]2)[N:8]=1)=[O:17])[CH:25]([CH3:27])[CH3:26])(=[O:23])[NH2:24]. (3) Given the reactants [Cu:1].[CH2:2]1[C@H](N[C@@H]2[C@H](O)[C@@H](O)[C@H](O)C(CO)=C2)[C@H](O)[C@@H](O)[C@H](O[C@@H]2O[C@H](CO)[C@@H](O)[C@H](O)[C@H]2O)[C@H]1CO.[Cu].C1[C@H](N[C@@H]2[C@H](O)[C@@H](O)[C@H](O)C(CO)=C2)[C@H](O)[C@@H](O)[C@H](O[C@@H]2O[C@H](CO)[C@@H](O)[C@H](O)[C@H]2O)[C@H]1CO.C1OC(=O)C2C(Cl)=C(Cl)C(Cl)=C(Cl)C1=2.[Cu].CO/N=C(/C1C=CC(Cl)=CC=1Cl)\CC1C=CC=NC=1.[Cu+].[CH3:106][C:107]1([CH:122]=[CH2:123])O[C:111](=[O:112])[N:110]([C:114]2[CH:115]=[C:116]([Cl:121])[CH:117]=[C:118]([Cl:120])[CH:119]=2)[C:108]1=[O:109].[Cu].C1OC(=O)C2C(Cl)=C(Cl)C(Cl)=C(Cl)C1=2, predict the reaction product. The product is: [Cu:1].[CH3:2][C:107]12[C:108](=[O:109])[N:110]([C:114]3[CH:115]=[C:116]([Cl:121])[CH:117]=[C:118]([Cl:120])[CH:119]=3)[C:111](=[O:112])[C:122]1([CH3:123])[CH2:106]2. (4) Given the reactants [F:1][C:2]1[CH:3]=[C:4]2[C:9](=[CH:10][C:11]=1B1OC(C)(C)C(C)(C)O1)[CH2:8][N:7](C)[CH2:6][CH2:5]2.[Cl:22][C:23]1N=N[C:26](C)=[CH:27][CH:28]=1.C(=O)([O-])[O-].[Cs+].[Cs+].CN(C)C1[C:47]2C(=[CH:43][CH:44]=[CH:45][C:46]=2[N:48](C)C)C=CC=1.ClC(O[CH:56]([Cl:58])[CH3:57])=O.C[N:60](C)C=O, predict the reaction product. The product is: [Cl:22][C:23]1[CH:28]=[C:27]([CH:5]2[C:4]3[C:9](=[CH:10][C:11]([C:43]4[N:60]=[N:48][C:46]([CH3:47])=[CH:45][CH:44]=4)=[C:2]([F:1])[CH:3]=3)[CH2:8][NH:7][CH2:6]2)[CH:26]=[CH:57][C:56]=1[Cl:58]. (5) Given the reactants [N+](C1C=CC(COC([NH:12][CH2:13][CH2:14][CH2:15][O:16][C:17]2[CH:44]=[CH:43][C:20]3[CH2:21][C@@H:22]([CH2:38][C:39]([O:41][CH3:42])=[O:40])[C:23](=[O:37])[N:24]([CH2:26][C:27]4[CH:32]=[CH:31][C:30]([C:33]([F:36])([F:35])[F:34])=[CH:29][CH:28]=4)[CH2:25][C:19]=3[CH:18]=2)=O)=CC=1)([O-])=O, predict the reaction product. The product is: [NH2:12][CH2:13][CH2:14][CH2:15][O:16][C:17]1[CH:44]=[CH:43][C:20]2[CH2:21][C@@H:22]([CH2:38][C:39]([O:41][CH3:42])=[O:40])[C:23](=[O:37])[N:24]([CH2:26][C:27]3[CH:32]=[CH:31][C:30]([C:33]([F:36])([F:35])[F:34])=[CH:29][CH:28]=3)[CH2:25][C:19]=2[CH:18]=1. (6) Given the reactants [F:1][C:2]1[CH:3]=[C:4]([CH:30]=[C:31]([F:33])[CH:32]=1)[CH2:5][C:6]1[CH:7]=[C:8]2[C:12](=[CH:13][CH:14]=1)[NH:11][N:10]=[C:9]2[NH:15][C:16]([C:18]1[CH:26]=[CH:25][C:21]([C:22]([OH:24])=O)=[CH:20][C:19]=1[N+:27]([O-:29])=[O:28])=[O:17].ON1C2C=CC=CC=2N=N1.CCN=C=NCCCN(C)C.[CH3:55][N:56]1[CH2:61][CH2:60][NH:59][CH2:58][CH2:57]1, predict the reaction product. The product is: [F:1][C:2]1[CH:3]=[C:4]([CH:30]=[C:31]([F:33])[CH:32]=1)[CH2:5][C:6]1[CH:7]=[C:8]2[C:12](=[CH:13][CH:14]=1)[NH:11][N:10]=[C:9]2[NH:15][C:16](=[O:17])[C:18]1[CH:26]=[CH:25][C:21]([C:22]([N:59]2[CH2:60][CH2:61][N:56]([CH3:55])[CH2:57][CH2:58]2)=[O:24])=[CH:20][C:19]=1[N+:27]([O-:29])=[O:28]. (7) Given the reactants [CH3:1][CH:2]1[CH2:5][CH:4]([CH:6]([NH:8][C:9]2[N:17]=[C:16](SC)[N:15]=[C:14]3[C:10]=2[N:11]([CH2:20][C:21]2[CH:26]=[CH:25][C:24]([C:27]([F:30])([F:29])[F:28])=[CH:23][CH:22]=2)[CH:12]=[N:13]3)[CH3:7])[CH2:3]1.O[O:32][S:33]([O-:35])=O.[K+].[CH3:37]O, predict the reaction product. The product is: [CH3:1][CH:2]1[CH2:3][CH:4]([CH:6]([NH:8][C:9]2[N:17]=[C:16]([S:33]([CH3:37])(=[O:35])=[O:32])[N:15]=[C:14]3[C:10]=2[N:11]([CH2:20][C:21]2[CH:22]=[CH:23][C:24]([C:27]([F:28])([F:30])[F:29])=[CH:25][CH:26]=2)[CH:12]=[N:13]3)[CH3:7])[CH2:5]1. (8) Given the reactants [OH:1][C:2]1[CH:3]=[C:4]([CH:7]=[C:8]([OH:11])[C:9]=1[OH:10])[CH:5]=[O:6].[C:12]([O-:15])([O-])=O.[K+].[K+].Br[CH2:19][CH2:20][CH2:21][CH2:22][CH2:23][CH2:24][CH2:25][CH2:26][CH2:27][CH2:28][CH2:29][OH:30], predict the reaction product. The product is: [OH:30][CH2:29][CH2:28][CH2:27][CH2:26][CH2:25][CH2:24][CH2:23][CH2:22][CH2:21][CH2:20][CH2:19][O:1][C:2]1[CH:3]=[C:4]([CH:7]=[C:8]([O:11][CH2:19][CH2:20][CH2:21][CH2:22][CH2:23][CH2:24][CH2:25][CH2:26][CH2:27][CH2:28][CH2:12][OH:15])[C:9]=1[O:10][CH2:19][CH2:20][CH2:21][CH2:22][CH2:23][CH2:24][CH2:25][CH2:26][CH2:27][CH2:28][CH2:29][OH:30])[CH:5]=[O:6].